This data is from Peptide-MHC class I binding affinity with 185,985 pairs from IEDB/IMGT. The task is: Regression. Given a peptide amino acid sequence and an MHC pseudo amino acid sequence, predict their binding affinity value. This is MHC class I binding data. (1) The peptide sequence is ILMDTICGT. The MHC is HLA-A02:12 with pseudo-sequence HLA-A02:12. The binding affinity (normalized) is 1.00. (2) The peptide sequence is LPIFSDAAL. The MHC is HLA-B53:01 with pseudo-sequence HLA-B53:01. The binding affinity (normalized) is 0.615. (3) The peptide sequence is SARTNCLAV. The MHC is HLA-A01:01 with pseudo-sequence HLA-A01:01. The binding affinity (normalized) is 0.0847. (4) The peptide sequence is SESSDSGSGFW. The MHC is Mamu-B3901 with pseudo-sequence Mamu-B3901. The binding affinity (normalized) is 0.770. (5) The peptide sequence is ETKKTMLAL. The MHC is HLA-A30:01 with pseudo-sequence HLA-A30:01. The binding affinity (normalized) is 0.0847. (6) The peptide sequence is ILAGYGAGV. The MHC is HLA-A68:02 with pseudo-sequence HLA-A68:02. The binding affinity (normalized) is 0.134. (7) The peptide sequence is MTAAQIRRY. The MHC is HLA-B15:01 with pseudo-sequence HLA-B15:01. The binding affinity (normalized) is 0.526. (8) The peptide sequence is VSFSMVGLF. The MHC is HLA-B58:01 with pseudo-sequence HLA-B58:01. The binding affinity (normalized) is 0.558. (9) The MHC is HLA-A02:02 with pseudo-sequence HLA-A02:02. The peptide sequence is LLGLILFVLA. The binding affinity (normalized) is 0.223.